From a dataset of Catalyst prediction with 721,799 reactions and 888 catalyst types from USPTO. Predict which catalyst facilitates the given reaction. (1) Reactant: [CH2:1]([O:3][C:4]([C:6]1[N:11]=[CH:10][C:9]2[N:12]=[C:13]([C:15]3[CH:20]=[CH:19][CH:18]=[C:17]([O:21][CH3:22])[CH:16]=3)[S:14][C:8]=2[C:7]=1[OH:23])=[O:5])[CH3:2].[Br:24]N1C(=O)CCC1=O.C(OOC(=O)C1C=CC=CC=1)(=O)C1C=CC=CC=1. Product: [CH2:1]([O:3][C:4]([C:6]1[N:11]=[C:10]([Br:24])[C:9]2[N:12]=[C:13]([C:15]3[CH:20]=[CH:19][CH:18]=[C:17]([O:21][CH3:22])[CH:16]=3)[S:14][C:8]=2[C:7]=1[OH:23])=[O:5])[CH3:2]. The catalyst class is: 53. (2) Reactant: [I:1]N1C(=O)CCC1=O.[F:9][C:10]1[CH:15]=[CH:14][C:13]([C:16]2[CH:17]=[CH:18][C:19]3[N:20]([N:22]=[CH:23][CH:24]=3)[CH:21]=2)=[CH:12][CH:11]=1. Product: [F:9][C:10]1[CH:11]=[CH:12][C:13]([C:16]2[CH:17]=[CH:18][C:19]3[N:20]([N:22]=[CH:23][C:24]=3[I:1])[CH:21]=2)=[CH:14][CH:15]=1. The catalyst class is: 3.